The task is: Predict the product of the given reaction.. This data is from Forward reaction prediction with 1.9M reactions from USPTO patents (1976-2016). (1) Given the reactants [CH3:1][O:2][C:3]1[CH:4]=[C:5]2[C:10](=[CH:11][CH:12]=1)[C:9]([C:13]([O:15][CH3:16])=[O:14])=[CH:8][CH:7]=[CH:6]2.[B-](F)(F)(F)[F:18].[B-](F)(F)(F)F.C1[N+]2(CCl)CC[N+](F)(CC2)C1, predict the reaction product. The product is: [F:18][C:4]1[C:3]([O:2][CH3:1])=[CH:12][CH:11]=[C:10]2[C:5]=1[CH:6]=[CH:7][CH:8]=[C:9]2[C:13]([O:15][CH3:16])=[O:14]. (2) Given the reactants [CH2:1]([OH:7])[CH2:2][O:3][CH2:4][CH2:5][OH:6].O.C1(C)C=CC(S(O)(=O)=O)=CC=1.[O:20]1[CH2:25][CH2:24][CH2:23][CH2:22][CH2:21]1, predict the reaction product. The product is: [O:20]1[CH2:25][CH2:24][CH2:23][CH2:22][CH:21]1[O:7][CH2:1][CH2:2][O:3][CH2:4][CH2:5][OH:6]. (3) Given the reactants [Cl:1][C:2]1[CH:7]=[C:6]([Cl:8])[CH:5]=[CH:4][C:3]=1[NH:9][C:10](=[O:36])[CH2:11][N:12]([CH2:19][C:20]1[CH:34]=[CH:33][C:23]([O:24][CH2:25][C:26]([O:28]C(C)(C)C)=[O:27])=[C:22]([CH3:35])[CH:21]=1)[CH:13]1[CH2:18][CH2:17][CH2:16][CH2:15][CH2:14]1.FC(F)(F)C(O)=O, predict the reaction product. The product is: [Cl:1][C:2]1[CH:7]=[C:6]([Cl:8])[CH:5]=[CH:4][C:3]=1[NH:9][C:10](=[O:36])[CH2:11][N:12]([CH2:19][C:20]1[CH:34]=[CH:33][C:23]([O:24][CH2:25][C:26]([OH:28])=[O:27])=[C:22]([CH3:35])[CH:21]=1)[CH:13]1[CH2:14][CH2:15][CH2:16][CH2:17][CH2:18]1. (4) Given the reactants [F:1][C:2]1[CH:7]=[C:6]([F:8])[CH:5]=[CH:4][C:3]=1[NH:9][C:10](=[O:15])[C:11]([CH3:14])([CH3:13])[CH3:12].[Li]CCCC.[N:21]1[C:30]2[C:25](=[CH:26][C:27]([CH:31]=[O:32])=[CH:28][CH:29]=2)[N:24]=[CH:23][CH:22]=1, predict the reaction product. The product is: [F:1][C:2]1[C:7]([CH:31]([OH:32])[C:27]2[CH:26]=[C:25]3[C:30](=[CH:29][CH:28]=2)[N:21]=[CH:22][CH:23]=[N:24]3)=[C:6]([F:8])[CH:5]=[CH:4][C:3]=1[NH:9][C:10](=[O:15])[C:11]([CH3:12])([CH3:14])[CH3:13]. (5) Given the reactants C(OC(=O)[NH:7][CH2:8][C:9]1[CH:14]=[CH:13][CH:12]=[C:11]([CH:15]2[CH2:20][CH2:19][N:18]([C:21]([C:23]3[O:24][C:25]([C:28]#[C:29][C:30]4[CH:35]=[CH:34][CH:33]=[CH:32][C:31]=4[F:36])=[CH:26][CH:27]=3)=[O:22])[CH2:17][CH2:16]2)[CH:10]=1)(C)(C)C.[CH3:38][S:39]([OH:42])(=[O:41])=[O:40].C(=O)=O, predict the reaction product. The product is: [CH3:38][S:39]([OH:42])(=[O:41])=[O:40].[NH2:7][CH2:8][C:9]1[CH:10]=[C:11]([CH:15]2[CH2:20][CH2:19][N:18]([C:21]([C:23]3[O:24][C:25]([C:28]#[C:29][C:30]4[CH:35]=[CH:34][CH:33]=[CH:32][C:31]=4[F:36])=[CH:26][CH:27]=3)=[O:22])[CH2:17][CH2:16]2)[CH:12]=[CH:13][CH:14]=1. (6) Given the reactants [I:1][C:2]1[C:6]([CH3:7])=[CH:5][NH:4][N:3]=1.Br[CH2:9][CH2:10][O:11][CH:12]1[CH2:17][CH2:16][CH2:15][CH2:14][O:13]1.C(=O)([O-])[O-].[Cs+].[Cs+], predict the reaction product. The product is: [I:1][C:2]1[C:6]([CH3:7])=[CH:5][N:4]([CH2:9][CH2:10][O:11][CH:12]2[CH2:17][CH2:16][CH2:15][CH2:14][O:13]2)[N:3]=1.